This data is from Forward reaction prediction with 1.9M reactions from USPTO patents (1976-2016). The task is: Predict the product of the given reaction. (1) Given the reactants [CH2:1]([N:8]1[CH2:16][C:15]2[C:10](=[CH:11][CH:12]=[C:13](Br)[CH:14]=2)[CH2:9]1)[C:2]1[CH:7]=[CH:6][CH:5]=[CH:4][CH:3]=1.[O:18]1[CH2:21][C:20](=[O:22])[CH2:19]1, predict the reaction product. The product is: [CH2:1]([N:8]1[CH2:16][C:15]2[C:10](=[CH:11][CH:12]=[C:13]([C:20]3([OH:22])[CH2:21][O:18][CH2:19]3)[CH:14]=2)[CH2:9]1)[C:2]1[CH:7]=[CH:6][CH:5]=[CH:4][CH:3]=1. (2) Given the reactants C1(=O)NC(=O)C=C1.[CH3:8][C:9]([N:11]([OH:46])[CH2:12][CH2:13][CH2:14][CH2:15][CH2:16][NH:17][C:18]([CH2:20][CH2:21][C:22]([N:24]([OH:45])[CH2:25][CH2:26][CH2:27][CH2:28][CH2:29][NH:30][C:31]([CH2:33][CH2:34][C:35]([N:37]([OH:44])[CH2:38][CH2:39][CH2:40][CH2:41][CH2:42][NH2:43])=[O:36])=[O:32])=[O:23])=[O:19])=[O:10].CS(O)(=O)=O.C1C(CN2C(=O)C=CC2=O)CCC(C(ON2C(=O)CCC2=O)=O)C1, predict the reaction product. The product is: [CH3:8][C:9]([N:11]([OH:46])[CH2:12][CH2:13][CH2:14][CH2:15][CH2:16][NH:17][C:18]([CH2:20][CH2:21][C:22]([N:24]([OH:45])[CH2:25][CH2:26][CH2:27][CH2:28][CH2:29][NH:30][C:31]([CH2:33][CH2:34][C:35]([N:37]([OH:44])[CH2:38][CH2:39][CH2:40][CH2:41][CH2:42][NH2:43])=[O:36])=[O:32])=[O:23])=[O:19])=[O:10]. (3) Given the reactants [OH-].[K+].[C:3]1(/[C:9](/[C:19]2[CH:24]=[CH:23][C:22]([CH:25]=O)=[CH:21][CH:20]=2)=[C:10](/[C:13]2[CH:18]=[CH:17][CH:16]=[CH:15][CH:14]=2)\[CH2:11][CH3:12])[CH:8]=[CH:7][CH:6]=[CH:5][CH:4]=1.[CH3:27][C:28]#[N:29], predict the reaction product. The product is: [C:3]1([C:9]([C:19]2[CH:24]=[CH:23][C:22]([CH:25]=[CH:27][C:28]#[N:29])=[CH:21][CH:20]=2)=[C:10]([C:13]2[CH:18]=[CH:17][CH:16]=[CH:15][CH:14]=2)[CH2:11][CH3:12])[CH:8]=[CH:7][CH:6]=[CH:5][CH:4]=1. (4) The product is: [CH3:47][O:46][C:44](=[O:45])[CH2:43][CH2:42][CH2:41][CH2:40][CH2:39][O:22][C:17]1[CH:16]=[CH:15][C:14]([CH2:13][NH:12][C:10](=[O:11])[CH2:9][CH2:8][CH2:7][CH2:6][CH:5]=[CH:4][CH:2]([CH3:1])[CH3:3])=[CH:19][C:18]=1[O:20][CH3:21]. Given the reactants [CH3:1][CH:2](/[CH:4]=[CH:5]/[CH2:6][CH2:7][CH2:8][CH2:9][C:10]([NH:12][CH2:13][C:14]1[CH:15]=[CH:16][C:17]([OH:22])=[C:18]([O:20][CH3:21])[CH:19]=1)=[O:11])[CH3:3].C([O-])([O-])=O.[K+].[K+].[I-].[Na+].P(O)([O-])([O-])=O.[Na+].[Na+].Br[CH2:39][CH2:40][CH2:41][CH2:42][CH2:43][C:44]([O:46][CH3:47])=[O:45], predict the reaction product. (5) Given the reactants [H-].[Na+].[F:3][C:4]([F:22])([F:21])[C:5]1[CH:6]=[C:7]([CH:15]2[O:19][C:18](=[O:20])[NH:17][CH2:16]2)[CH:8]=[C:9]([C:11]([F:14])([F:13])[F:12])[CH:10]=1.Br[CH2:24][C:25]1[CH:30]=[C:29]([C:31]([F:34])([F:33])[F:32])[CH:28]=[CH:27][C:26]=1[I:35], predict the reaction product. The product is: [F:22][C:4]([F:3])([F:21])[C:5]1[CH:6]=[C:7]([CH:15]2[O:19][C:18](=[O:20])[N:17]([CH2:24][C:25]3[CH:30]=[C:29]([C:31]([F:32])([F:34])[F:33])[CH:28]=[CH:27][C:26]=3[I:35])[CH2:16]2)[CH:8]=[C:9]([C:11]([F:12])([F:13])[F:14])[CH:10]=1. (6) Given the reactants [C:1]([OH:4])(=O)[CH3:2].[C:5]1([CH:11]([C:34]2[CH:39]=[CH:38][CH:37]=[CH:36][CH:35]=2)[CH2:12][CH2:13][N:14]([CH:28]2[CH2:33][CH2:32][NH:31][CH2:30][CH2:29]2)[C:15]([NH:17][C:18]2[CH:23]=[CH:22][CH:21]=[C:20]([C:24]([F:27])([F:26])[F:25])[CH:19]=2)=[O:16])[CH:10]=[CH:9][CH:8]=[CH:7][CH:6]=1, predict the reaction product. The product is: [C:1]([N:31]1[CH2:32][CH2:33][CH:28]([N:14]([CH2:13][CH2:12][CH:11]([C:5]2[CH:10]=[CH:9][CH:8]=[CH:7][CH:6]=2)[C:34]2[CH:35]=[CH:36][CH:37]=[CH:38][CH:39]=2)[C:15]([NH:17][C:18]2[CH:23]=[CH:22][CH:21]=[C:20]([C:24]([F:25])([F:26])[F:27])[CH:19]=2)=[O:16])[CH2:29][CH2:30]1)(=[O:4])[CH3:2]. (7) Given the reactants C(O[C:5](=[O:7])C)(=O)C.[NH:8]([N:10]=[CH:11][N:12]1[CH2:17][CH2:16][NH:15][CH2:14][CH2:13]1)[NH2:9].[OH-].[K+], predict the reaction product. The product is: [CH:5]([N:15]1[CH2:16][CH2:17][N:12]([CH:11]=[N:10][NH:8][NH2:9])[CH2:13][CH2:14]1)=[O:7]. (8) The product is: [F:28][C:26]1[CH:27]=[C:22]([CH:23]=[C:24]([F:30])[C:25]=1[O:29][CH2:2][C:3]1[C:4]([S:9][CH2:10][CH2:11][CH3:12])=[N:5][CH:6]=[CH:7][CH:8]=1)[CH2:21][CH:19]1[CH2:20][CH:18]1[C:16]([OH:17])=[O:15]. Given the reactants Cl[CH2:2][C:3]1[C:4]([S:9][CH2:10][CH2:11][CH3:12])=[N:5][CH:6]=[CH:7][CH:8]=1.C([O:15][C:16]([CH:18]1[CH2:20][CH:19]1[CH2:21][C:22]1[CH:27]=[C:26]([F:28])[C:25]([OH:29])=[C:24]([F:30])[CH:23]=1)=[O:17])C, predict the reaction product.